From a dataset of Full USPTO retrosynthesis dataset with 1.9M reactions from patents (1976-2016). Predict the reactants needed to synthesize the given product. (1) Given the product [ClH:19].[Cl:19][C:16]1[CH:17]=[CH:18][C:11]2[CH2:10][CH2:9][NH:8][CH2:14][CH2:13][C:12]=2[C:15]=1[S:20][CH2:21][CH2:31][CH2:30][CH2:29][C:28]([O:27][CH3:26])=[O:34], predict the reactants needed to synthesize it. The reactants are: C(OC([N:8]1[CH2:14][CH2:13][C:12]2[C:15]([S:20][C:21](=O)N(C)C)=[C:16]([Cl:19])[CH:17]=[CH:18][C:11]=2[CH2:10][CH2:9]1)=O)(C)(C)C.[CH3:26][O:27][C:28](=[O:34])[CH2:29][CH2:30][CH2:31]CBr. (2) Given the product [I:3][C:4]1[C:8]2=[N:9][CH:10]=[CH:11][C:12]([CH3:13])=[C:7]2[N:6]([CH2:17][CH2:16][O:15][CH3:14])[CH:5]=1, predict the reactants needed to synthesize it. The reactants are: [OH-].[K+].[I:3][C:4]1[C:8]2=[N:9][CH:10]=[CH:11][C:12]([CH3:13])=[C:7]2[NH:6][CH:5]=1.[CH3:14][O:15][CH2:16][CH2:17]Br.CCOC(C)=O. (3) The reactants are: [F:1][C:2]1[CH:3]=[C:4]([N:16]2[CH2:21][CH2:20][O:19][CH2:18][CH2:17]2)[CH:5]=[CH:6][C:7]=1[CH2:8][N:9]1[CH2:14][CH2:13][NH:12][C@H:11]([CH3:15])[CH2:10]1.[C:22](=O)([O:31]N1C(=O)CCC1=O)[O:23][N:24]1[C:28](=[O:29])[CH2:27][CH2:26][C:25]1=[O:30].C(N(CC)CC)C. Given the product [F:1][C:2]1[CH:3]=[C:4]([N:16]2[CH2:21][CH2:20][O:19][CH2:18][CH2:17]2)[CH:5]=[CH:6][C:7]=1[CH2:8][N:9]1[CH2:14][CH2:13][N:12]([C:22]([O:23][N:24]2[C:28](=[O:29])[CH2:27][CH2:26][C:25]2=[O:30])=[O:31])[C@H:11]([CH3:15])[CH2:10]1, predict the reactants needed to synthesize it.